From a dataset of Peptide-MHC class II binding affinity with 134,281 pairs from IEDB. Regression. Given a peptide amino acid sequence and an MHC pseudo amino acid sequence, predict their binding affinity value. This is MHC class II binding data. (1) The peptide sequence is AFKVAATPANAAPAN. The MHC is HLA-DPA10103-DPB10301 with pseudo-sequence HLA-DPA10103-DPB10301. The binding affinity (normalized) is 0.788. (2) The peptide sequence is KSAFQSSIASGFVGL. The MHC is DRB1_0802 with pseudo-sequence DRB1_0802. The binding affinity (normalized) is 0.104. (3) The peptide sequence is GLSGEPKGGAESSSK. The MHC is DRB1_1602 with pseudo-sequence DRB1_1602. The binding affinity (normalized) is 0.191. (4) The peptide sequence is YLGLLSQRTRDIYIS. The MHC is DRB4_0101 with pseudo-sequence DRB4_0103. The binding affinity (normalized) is 0.419. (5) The peptide sequence is KTSLYNLRRGTALAIPQCRLTPLSRL. The MHC is DRB5_0101 with pseudo-sequence DRB5_0101. The binding affinity (normalized) is 0.552. (6) The peptide sequence is ELNNALQNLARTISE. The MHC is DRB1_0401 with pseudo-sequence DRB1_0401. The binding affinity (normalized) is 0.297. (7) The peptide sequence is MLLDNMEVRGGMVAP. The MHC is DRB4_0103 with pseudo-sequence DRB4_0103. The binding affinity (normalized) is 0. (8) The peptide sequence is LAAAAAWDALAAELY. The MHC is HLA-DQA10301-DQB10302 with pseudo-sequence HLA-DQA10301-DQB10302. The binding affinity (normalized) is 0.265. (9) The peptide sequence is PRQGLAVLRKVKRVV. The MHC is H-2-IAd with pseudo-sequence H-2-IAd. The binding affinity (normalized) is 0.0749. (10) The peptide sequence is TTSVIPAARLFKAFI. The MHC is HLA-DQA10101-DQB10501 with pseudo-sequence HLA-DQA10101-DQB10501. The binding affinity (normalized) is 0.138.